Dataset: NCI-60 drug combinations with 297,098 pairs across 59 cell lines. Task: Regression. Given two drug SMILES strings and cell line genomic features, predict the synergy score measuring deviation from expected non-interaction effect. (1) Drug 1: CC1CCC2CC(C(=CC=CC=CC(CC(C(=O)C(C(C(=CC(C(=O)CC(OC(=O)C3CCCCN3C(=O)C(=O)C1(O2)O)C(C)CC4CCC(C(C4)OC)O)C)C)O)OC)C)C)C)OC. Drug 2: CC1=C(C(=O)C2=C(C1=O)N3CC4C(C3(C2COC(=O)N)OC)N4)N. Cell line: MDA-MB-231. Synergy scores: CSS=24.4, Synergy_ZIP=-6.04, Synergy_Bliss=-2.25, Synergy_Loewe=1.50, Synergy_HSA=1.71. (2) Drug 1: CN(C)C1=NC(=NC(=N1)N(C)C)N(C)C. Drug 2: CCC1(CC2CC(C3=C(CCN(C2)C1)C4=CC=CC=C4N3)(C5=C(C=C6C(=C5)C78CCN9C7C(C=CC9)(C(C(C8N6C)(C(=O)OC)O)OC(=O)C)CC)OC)C(=O)OC)O.OS(=O)(=O)O. Cell line: SW-620. Synergy scores: CSS=21.9, Synergy_ZIP=1.34, Synergy_Bliss=-1.29, Synergy_Loewe=-47.7, Synergy_HSA=-3.96.